Task: Predict which catalyst facilitates the given reaction.. Dataset: Catalyst prediction with 721,799 reactions and 888 catalyst types from USPTO (1) Reactant: [OH:1][C:2]1[CH:3]=[CH:4][C:5]([O:8][C:9]2[CH:10]=[C:11]([CH:26]=[CH:27][CH:28]=2)[CH:12]=[C:13]2[CH2:18][CH2:17][N:16]([C:19]([O:21][C:22]([CH3:25])([CH3:24])[CH3:23])=[O:20])[CH2:15][CH2:14]2)=[N:6][CH:7]=1.[F:29][C:30](I)([F:32])[F:31].[C:34]([O-])([O-])=O.[Cs+].[Cs+]. The catalyst class is: 18. Product: [F:29][C:30]([F:32])([F:31])[CH2:34][O:1][C:2]1[CH:3]=[CH:4][C:5]([O:8][C:9]2[CH:10]=[C:11]([CH:26]=[CH:27][CH:28]=2)[CH:12]=[C:13]2[CH2:18][CH2:17][N:16]([C:19]([O:21][C:22]([CH3:23])([CH3:24])[CH3:25])=[O:20])[CH2:15][CH2:14]2)=[N:6][CH:7]=1. (2) Reactant: [Cl:1][S:2]([OH:5])(=O)=[O:3].P(Cl)(Cl)(Cl)(Cl)Cl.[CH3:12][C:13]1[S:14][CH:15]=[CH:16][C:17]=1[C:18]1[CH:23]=[CH:22][C:21]([O:24][C:25]([F:28])([F:27])[F:26])=[CH:20][CH:19]=1. Product: [CH3:12][C:13]1[S:14][C:15]([S:2]([Cl:1])(=[O:5])=[O:3])=[CH:16][C:17]=1[C:18]1[CH:19]=[CH:20][C:21]([O:24][C:25]([F:28])([F:26])[F:27])=[CH:22][CH:23]=1. The catalyst class is: 4. (3) Reactant: [Br:1][C:2]1[C:9]([OH:10])=[CH:8][CH:7]=[CH:6][C:3]=1[CH:4]=[O:5].Cl[CH2:12][CH:13]([OH:15])[CH3:14].C([O-])([O-])=O.[K+].[K+]. Product: [Br:1][C:2]1[C:9]([O:10][CH2:12][CH:13]([OH:15])[CH3:14])=[CH:8][CH:7]=[CH:6][C:3]=1[CH:4]=[O:5]. The catalyst class is: 3. (4) Reactant: [NH2:1][C:2]1[S:3][CH:4]=[C:5](/[C:7](=[N:25]/[OH:26])/[C:8]([NH:10][C@@H:11]2[C:23](=[O:24])[N:13]3[C:14]([C:20]([O-:22])=[O:21])=[C:15]([CH:18]=[CH2:19])[CH2:16][S:17][C@H:12]23)=[O:9])[N:6]=1.[NH4+].O.C.C(N(CC(O)=O)CC(O)=O)CN(CC(O)=O)CC(O)=O. Product: [NH2:1][C:2]1[S:3][CH:4]=[C:5](/[C:7](=[N:25]/[OH:26])/[C:8]([NH:10][C@@H:11]2[C:23](=[O:24])[N:13]3[C:14]([C:20]([OH:22])=[O:21])=[C:15]([CH:18]=[CH2:19])[CH2:16][S:17][C@H:12]23)=[O:9])[N:6]=1. The catalyst class is: 21. (5) Reactant: [CH3:1][O:2][C:3]([C:5]1([NH:11][C:12](=[O:21])[C:13]2[CH:18]=[CH:17][CH:16]=[C:15]([CH3:19])[C:14]=2[OH:20])[CH2:10][CH2:9][S:8][CH2:7][CH2:6]1)=[O:4].C([O-])([O-])=O.[Cs+].[Cs+].Br[CH:29]([CH3:31])[CH3:30]. Product: [CH3:1][O:2][C:3]([C:5]1([NH:11][C:12](=[O:21])[C:13]2[CH:18]=[CH:17][CH:16]=[C:15]([CH3:19])[C:14]=2[O:20][CH:29]([CH3:31])[CH3:30])[CH2:6][CH2:7][S:8][CH2:9][CH2:10]1)=[O:4]. The catalyst class is: 3. (6) Reactant: [OH-].[Na+].C(O)C.[CH3:6][O:7][C:8]1[CH:32]=[CH:31][C:11]([C:12]([NH:14][C:15]2[CH:24]=[C:23]([C:25]3[CH:30]=[CH:29][CH:28]=[CH:27][CH:26]=3)[CH:22]=[CH:21][C:16]=2[C:17]([O:19]C)=[O:18])=[O:13])=[CH:10][CH:9]=1.Cl. Product: [CH3:6][O:7][C:8]1[CH:9]=[CH:10][C:11]([C:12]([NH:14][C:15]2[CH:24]=[C:23]([C:25]3[CH:26]=[CH:27][CH:28]=[CH:29][CH:30]=3)[CH:22]=[CH:21][C:16]=2[C:17]([OH:19])=[O:18])=[O:13])=[CH:31][CH:32]=1. The catalyst class is: 13. (7) Reactant: [Br:1][C:2]1[C:3]2[CH:4]=[CH:5][C:6]3[N:7]([CH:15]=[C:16]([C:18]([O:20]CC)=[O:19])[N:17]=3)[C:8]=2[N:9]=[C:10]([CH:12]([CH3:14])[CH3:13])[CH:11]=1.CO.O.[OH-].[Li+:27]. Product: [Br:1][C:2]1[C:3]2[CH:4]=[CH:5][C:6]3[N:7]([CH:15]=[C:16]([C:18]([O-:20])=[O:19])[N:17]=3)[C:8]=2[N:9]=[C:10]([CH:12]([CH3:14])[CH3:13])[CH:11]=1.[Li+:27]. The catalyst class is: 30. (8) Reactant: C[O:2][C:3](=O)[C:4]([CH3:33])([N:6]1[CH2:11][CH2:10][CH:9]([S:12][C:13]2[CH:14]=[CH:15][C:16]3[O:25][CH2:24][CH2:23][N:22]4[C:18](=[N:19][C:20]([C:26]5[CH:31]=[CH:30][CH:29]=[CH:28][N:27]=5)=[CH:21]4)[C:17]=3[CH:32]=2)[CH2:8][CH2:7]1)[CH3:5].[H-].[H-].[H-].[H-].[Li+].[Al+3].CCOC(C)=O. Product: [CH3:33][C:4]([N:6]1[CH2:7][CH2:8][CH:9]([S:12][C:13]2[CH:14]=[CH:15][C:16]3[O:25][CH2:24][CH2:23][N:22]4[C:18](=[N:19][C:20]([C:26]5[CH:31]=[CH:30][CH:29]=[CH:28][N:27]=5)=[CH:21]4)[C:17]=3[CH:32]=2)[CH2:10][CH2:11]1)([CH3:5])[CH2:3][OH:2]. The catalyst class is: 1. (9) The catalyst class is: 1. Product: [CH2:34]([O:33][C:31](=[O:32])[CH2:30][NH:2][CH2:3][C@H:4]([NH:9][C:10]([O:12][CH2:13][C:14]1[CH:15]=[CH:16][CH:17]=[CH:18][CH:19]=1)=[O:11])[C:5]([O:7][CH3:8])=[O:6])[C:35]1[CH:40]=[CH:39][CH:38]=[CH:37][CH:36]=1. Reactant: Cl.[NH2:2][CH2:3][C@H:4]([NH:9][C:10]([O:12][CH2:13][C:14]1[CH:19]=[CH:18][CH:17]=[CH:16][CH:15]=1)=[O:11])[C:5]([O:7][CH3:8])=[O:6].CCN(C(C)C)C(C)C.Br[CH2:30][C:31]([O:33][CH2:34][C:35]1[CH:40]=[CH:39][CH:38]=[CH:37][CH:36]=1)=[O:32].